This data is from Forward reaction prediction with 1.9M reactions from USPTO patents (1976-2016). The task is: Predict the product of the given reaction. Given the reactants [Cl:1][C:2]1[CH:11]=[C:10]2[C:5]([C:6](=[O:15])[N:7]=[C:8]([CH2:12][C:13]#[N:14])[NH:9]2)=[CH:4][CH:3]=1.C(N(CC)CC)C.[Cl:23][C:24]1[CH:32]=[C:31]([Cl:33])[CH:30]=[CH:29][C:25]=1[C:26](Cl)=[O:27], predict the reaction product. The product is: [CH:3]1[C:2]([Cl:1])=[CH:11][C:10]2[NH:9]/[C:8](/[NH:7][C:6](=[O:15])[C:5]=2[CH:4]=1)=[C:12](/[C:26]([C:25]1[CH:29]=[CH:30][C:31]([Cl:33])=[CH:32][C:24]=1[Cl:23])=[O:27])\[C:13]#[N:14].